This data is from Full USPTO retrosynthesis dataset with 1.9M reactions from patents (1976-2016). The task is: Predict the reactants needed to synthesize the given product. (1) The reactants are: [NH2:1][C:2]1[C:7]2[C:8]([CH2:11][O:12][C:13]3[CH:18]=[CH:17][C:16]([Br:19])=[CH:15][CH:14]=3)=[CH:9][S:10][C:6]=2[C:5]([C:20]([OH:22])=O)=[CH:4][N:3]=1.[NH2:23][CH:24]([CH2:26][CH2:27][CH2:28][N:29]([CH2:32][CH3:33])[CH2:30][CH3:31])[CH3:25].C1(P(N=[N+]=[N-])(C2C=CC=CC=2)=O)C=CC=CC=1.C(N(CC)CC)C. Given the product [CH2:32]([N:29]([CH2:30][CH3:31])[CH2:28][CH2:27][CH2:26][CH:24]([NH:23][C:20]([C:5]1[C:6]2[S:10][CH:9]=[C:8]([CH2:11][O:12][C:13]3[CH:18]=[CH:17][C:16]([Br:19])=[CH:15][CH:14]=3)[C:7]=2[C:2]([NH2:1])=[N:3][CH:4]=1)=[O:22])[CH3:25])[CH3:33], predict the reactants needed to synthesize it. (2) Given the product [Cl:27][C:24]1[CH:23]=[CH:22][C:21]([N:19]([CH3:20])[C:16]2[CH:17]=[CH:18][C:13]([C:12]([C:10]3[CH:9]=[CH:8][C:7]([O:29][C:30]4[CH:31]=[CH:32][CH:33]=[CH:34][CH:35]=4)=[C:6]([CH:11]=3)[C:5]([OH:36])=[O:4])=[O:28])=[N:14][CH:15]=2)=[CH:26][CH:25]=1, predict the reactants needed to synthesize it. The reactants are: [OH-].[Na+].C[O:4][C:5](=[O:36])[C:6]1[CH:11]=[C:10]([C:12](=[O:28])[C:13]2[CH:18]=[CH:17][C:16]([N:19]([C:21]3[CH:26]=[CH:25][C:24]([Cl:27])=[CH:23][CH:22]=3)[CH3:20])=[CH:15][N:14]=2)[CH:9]=[CH:8][C:7]=1[O:29][C:30]1[CH:35]=[CH:34][CH:33]=[CH:32][CH:31]=1.Cl.